This data is from Reaction yield outcomes from USPTO patents with 853,638 reactions. The task is: Predict the reaction yield, written as a fraction of the theoretical maximum amount of product (1.0 means a 100% yield; for example, 0.34 means a 34% yield). (1) No catalyst specified. The yield is 0.860. The product is [S:22]([C:25]1[CH:30]=[CH:29][C:28]([CH3:31])=[CH:27][CH:26]=1)([OH:24])(=[O:23])=[O:21].[CH3:1][CH:2]1[N:6]([CH3:20])[C:5]2[CH:7]=[CH:8][C:9]([S:11]([N:14]3[CH2:19][CH2:18][CH2:17][CH2:16][CH2:15]3)(=[O:12])=[O:13])=[CH:10][C:4]=2[S:3]1. The reactants are [CH3:1][C:2]1[S:3][C:4]2[CH:10]=[C:9]([S:11]([N:14]3[CH2:19][CH2:18][CH2:17][CH2:16][CH2:15]3)(=[O:13])=[O:12])[CH:8]=[CH:7][C:5]=2[N:6]=1.[CH3:20][O:21][S:22]([C:25]1[CH:30]=[CH:29][C:28]([CH3:31])=[CH:27][CH:26]=1)(=[O:24])=[O:23]. (2) The reactants are [Si]([O:8][CH:9]([CH3:38])[CH:10]([NH:17][C:18](=[O:37])[CH2:19][N:20]1[CH2:23][C:22]2([CH2:27][CH2:26][CH2:25][N:24]2[C:28]([C:30]2[N:34]([CH3:35])[N:33]=[CH:32][N:31]=2)=[O:29])[C:21]1=[O:36])[C:11]1[N:16]=[CH:15][CH:14]=[CH:13][N:12]=1)(C(C)(C)C)(C)C.CCCC[N+](CCCC)(CCCC)CCCC.[F-]. The catalyst is C1COCC1. The product is [OH:8][CH:9]([CH3:38])[CH:10]([NH:17][C:18](=[O:37])[CH2:19][N:20]1[CH2:23][C:22]2([CH2:27][CH2:26][CH2:25][N:24]2[C:28]([C:30]2[N:34]([CH3:35])[N:33]=[CH:32][N:31]=2)=[O:29])[C:21]1=[O:36])[C:11]1[N:12]=[CH:13][CH:14]=[CH:15][N:16]=1. The yield is 0.420. (3) The reactants are N1[N:5]2[C:6](=[O:14])[C:7]3[N:8]([N:11]=[CH:12][CH:13]=3)[C:9](=[O:10])[C:4]2=[CH:3][CH:2]=1.[F:15][C:16]1([F:26])OC2[C:18](=[C:19](C=CC=2)N)[O:17]1. The catalyst is CN(C1C=CN=CC=1)C.CN(C=O)C. The product is [F:15][C:16]1([F:26])[O:17][C:18]2[C:9](=[C:4]([NH:5][C:6]([C:7]3[CH:13]=[CH:12][NH:11][N:8]=3)=[O:14])[CH:3]=[CH:2][CH:19]=2)[O:10]1. The yield is 0.120. (4) The reactants are [CH3:1][O:2][C:3]1[CH:8]=[CH:7][CH:6]=[CH:5][C:4]=1[C:9]1[C:17]2[O:16][CH:15]([CH2:18][NH2:19])[CH2:14][C:13]=2[CH:12]=[CH:11][CH:10]=1.C(N(C(C)C)CC)(C)C.Cl[C:30]([O:32][CH2:33][C:34]1[CH:39]=[CH:38][CH:37]=[CH:36][CH:35]=1)=[O:31]. No catalyst specified. The product is [CH2:33]([O:32][C:30](=[O:31])[NH:19][CH2:18][CH:15]1[CH2:14][C:13]2[CH:12]=[CH:11][CH:10]=[C:9]([C:4]3[CH:5]=[CH:6][CH:7]=[CH:8][C:3]=3[O:2][CH3:1])[C:17]=2[O:16]1)[C:34]1[CH:39]=[CH:38][CH:37]=[CH:36][CH:35]=1. The yield is 0.840. (5) The reactants are [CH2:1]([N:3]([CH2:37][CH3:38])[CH2:4][CH2:5][CH2:6][NH:7][C:8]1[N:9]=[C:10]([C:27]2[C:28]([CH3:36])=[C:29]([CH:33]=[CH:34][CH:35]=2)[C:30](O)=[O:31])[C:11]2[CH:17]=[CH:16][C:15](=[O:18])[N:14]([C:19]3[C:24]([F:25])=[CH:23][CH:22]=[CH:21][C:20]=3[F:26])[C:12]=2[N:13]=1)[CH3:2].CN(C(O[N:54]1N=[N:54][C:49]2[CH:50]=[CH:51][CH:51]=[CH:50][C:49]1=2)=[N+](C)C)C.F[P-](F)(F)(F)(F)F.C(N(CC)CC)C.C1(N)CC1. The catalyst is CN(C=O)C. The product is [CH:49]1([NH:54][C:30](=[O:31])[C:29]2[CH:33]=[CH:34][CH:35]=[C:27]([C:10]3[C:11]4[CH:17]=[CH:16][C:15](=[O:18])[N:14]([C:19]5[C:20]([F:26])=[CH:21][CH:22]=[CH:23][C:24]=5[F:25])[C:12]=4[N:13]=[C:8]([NH:7][CH2:6][CH2:5][CH2:4][N:3]([CH2:37][CH3:38])[CH2:1][CH3:2])[N:9]=3)[C:28]=2[CH3:36])[CH2:51][CH2:50]1. The yield is 0.480. (6) The catalyst is Cl. The product is [ClH:39].[CH3:1][O:2][C:3](=[O:30])[C@@H:4]([NH2:10])[C@H:5]([N:7]=[N+:8]=[N-:9])[CH3:6]. The reactants are [CH3:1][O:2][C:3](=[O:30])[C@@H:4]([NH:10]C(C1C=CC=CC=1)(C1C=CC=CC=1)C1C=CC=CC=1)[C@H:5]([N:7]=[N+:8]=[N-:9])[CH3:6].C(O)(C(F)(F)F)=O.C(Cl)[Cl:39]. The yield is 0.970. (7) The reactants are [CH3:1][C:2]1[S:3][CH:4]=[C:5]([CH2:7]Cl)[N:6]=1.[CH2:9]([CH2:11][NH2:12])[OH:10]. The catalyst is ClCCl. The product is [CH3:1][C:2]1[S:3][CH:4]=[C:5]([CH2:7][NH:12][CH2:11][CH2:9][OH:10])[N:6]=1. The yield is 0.850. (8) The reactants are [CH3:1][C:2]1([CH3:11])[CH2:7][CH2:6][CH:5]([CH2:8][CH2:9][OH:10])[CH2:4][CH2:3]1.[Br:12][C:13]1[CH:18]=[CH:17][C:16]([S:19](Cl)(=[O:21])=[O:20])=[CH:15][CH:14]=1.C(N(CC)CC)C.Cl. The catalyst is ClCCl. The product is [Br:12][C:13]1[CH:18]=[CH:17][C:16]([S:19]([O:10][CH2:9][CH2:8][CH:5]2[CH2:4][CH2:3][C:2]([CH3:11])([CH3:1])[CH2:7][CH2:6]2)(=[O:21])=[O:20])=[CH:15][CH:14]=1. The yield is 0.130. (9) The reactants are [CH2:1]([O:3][C:4](=[O:20])[C:5]1[CH:17]=[C:16]([CH2:18][OH:19])[CH:15]=[C:7]([C:8]([N:10]([CH3:14])[CH2:11][CH2:12][CH3:13])=[O:9])[CH:6]=1)[CH3:2].CC(OI1(OC(C)=O)(OC(C)=O)OC(=O)C2C=CC=CC1=2)=O. The catalyst is ClCCl. The product is [CH2:1]([O:3][C:4](=[O:20])[C:5]1[CH:17]=[C:16]([CH:18]=[O:19])[CH:15]=[C:7]([C:8]([N:10]([CH3:14])[CH2:11][CH2:12][CH3:13])=[O:9])[CH:6]=1)[CH3:2]. The yield is 0.790.